This data is from Forward reaction prediction with 1.9M reactions from USPTO patents (1976-2016). The task is: Predict the product of the given reaction. (1) Given the reactants [Cl:1][C:2]1[CH:7]=[CH:6][C:5]([C:8]2([C:11]([OH:13])=O)[CH2:10][CH2:9]2)=[CH:4][CH:3]=1.[NH2:14][CH2:15][CH2:16][CH2:17][N:18]1[CH2:23][CH2:22][CH:21]([C:24]2[CH:25]=[CH:26][C:27]([F:36])=[C:28]([NH:30][C:31](=[O:35])[CH:32]([CH3:34])[CH3:33])[CH:29]=2)[CH2:20][CH2:19]1, predict the reaction product. The product is: [Cl:1][C:2]1[CH:3]=[CH:4][C:5]([C:8]2([C:11]([NH:14][CH2:15][CH2:16][CH2:17][N:18]3[CH2:23][CH2:22][CH:21]([C:24]4[CH:25]=[CH:26][C:27]([F:36])=[C:28]([NH:30][C:31](=[O:35])[CH:32]([CH3:33])[CH3:34])[CH:29]=4)[CH2:20][CH2:19]3)=[O:13])[CH2:9][CH2:10]2)=[CH:6][CH:7]=1. (2) The product is: [C:1]([C:5]1[CH:9]=[C:8]([NH:10][C:11]([NH:13][C:14]2[C:23]3[C:18](=[CH:19][CH:20]=[CH:21][CH:22]=3)[C:17]([O:24][C:25]3[CH:30]=[CH:29][N:28]=[C:27]([NH:43][C:44]4[CH:52]=[C:51]5[C:47]([CH2:48][C:49](=[O:53])[NH:50]5)=[CH:46][CH:45]=4)[N:26]=3)=[CH:16][CH:15]=2)=[O:12])[N:7]([C:32]2[CH:37]=[CH:36][CH:35]=[C:34]([CH2:38][P:39]([CH3:42])([CH3:41])=[O:40])[CH:33]=2)[N:6]=1)([CH3:4])([CH3:3])[CH3:2]. Given the reactants [C:1]([C:5]1[CH:9]=[C:8]([NH:10][C:11]([NH:13][C:14]2[C:23]3[C:18](=[CH:19][CH:20]=[CH:21][CH:22]=3)[C:17]([O:24][C:25]3[CH:30]=[CH:29][N:28]=[C:27](Cl)[N:26]=3)=[CH:16][CH:15]=2)=[O:12])[N:7]([C:32]2[CH:37]=[CH:36][CH:35]=[C:34]([CH2:38][P:39]([CH3:42])([CH3:41])=[O:40])[CH:33]=2)[N:6]=1)([CH3:4])([CH3:3])[CH3:2].[NH2:43][C:44]1[CH:52]=[C:51]2[C:47]([CH2:48][C:49](=[O:53])[NH:50]2)=[CH:46][CH:45]=1, predict the reaction product. (3) Given the reactants [CH3:1][O:2][C:3]1[CH:4]=[CH:5][C:6]2[NH:12][C:11](=[O:13])[N:10]([CH:14]3[CH2:19][CH2:18][NH:17][CH2:16][CH2:15]3)[CH2:9][CH2:8][C:7]=2[CH:20]=1.Cl[C:22]1[N:27]=[CH:26][N:25]=[C:24]([N:28]([C:32]2[CH:42]=[C:41]([CH3:43])[C:35]3[N:36]([CH3:40])[C:37](=[O:39])[O:38][C:34]=3[CH:33]=2)[C:29](=[O:31])[CH3:30])[CH:23]=1.C(=O)([O-])[O-].[K+].[K+], predict the reaction product. The product is: [CH3:40][N:36]1[C:35]2[C:41]([CH3:43])=[CH:42][C:32]([N:28]([C:24]3[CH:23]=[C:22]([N:17]4[CH2:18][CH2:19][CH:14]([N:10]5[CH2:9][CH2:8][C:7]6[CH:20]=[C:3]([O:2][CH3:1])[CH:4]=[CH:5][C:6]=6[NH:12][C:11]5=[O:13])[CH2:15][CH2:16]4)[N:27]=[CH:26][N:25]=3)[C:29](=[O:31])[CH3:30])=[CH:33][C:34]=2[O:38][C:37]1=[O:39]. (4) Given the reactants Cl.[F:2][C:3]1[CH:8]=[C:7]([F:9])[CH:6]=[CH:5][C:4]=1[N:10]1[C:14]([N:15]2[N:24]=[C:23]3[C:17]([CH2:18][CH2:19][O:20][C:21]4[CH:28]=[CH:27][C:26]([CH:29]5[CH2:34][CH2:33][NH:32][CH2:31][CH2:30]5)=[CH:25][C:22]=43)=[CH:16]2)=[N:13][CH:12]=[N:11]1.[CH:35]([S:37]([CH:40]=C)(=[O:39])=[O:38])=[CH2:36].Cl.C(OCC)C, predict the reaction product. The product is: [F:2][C:3]1[CH:8]=[C:7]([F:9])[CH:6]=[CH:5][C:4]=1[N:10]1[C:14]([N:15]2[N:24]=[C:23]3[C:17]([CH2:18][CH2:19][O:20][C:21]4[CH:28]=[CH:27][C:26]([CH:29]5[CH2:34][CH2:33][N:32]([CH2:36][CH2:35][S:37]([CH3:40])(=[O:39])=[O:38])[CH2:31][CH2:30]5)=[CH:25][C:22]=43)=[CH:16]2)=[N:13][CH:12]=[N:11]1. (5) Given the reactants [NH2:1][C:2]1[CH:10]=[CH:9][C:5]([C:6]([O-:8])=[O:7])=[CH:4][C:3]=1[Br:11].C[Si]([N-][Si](C)(C)C)(C)C.[Na+].[C:22](O[C:22]([O:24][C:25]([CH3:28])([CH3:27])[CH3:26])=[O:23])([O:24][C:25]([CH3:28])([CH3:27])[CH3:26])=[O:23].O1CC[CH2:39][CH2:38]1, predict the reaction product. The product is: [Br:11][C:3]1[CH:4]=[C:5]([CH:9]=[CH:10][C:2]=1[NH:1][C:22]([O:24][C:25]([CH3:28])([CH3:27])[CH3:26])=[O:23])[C:6]([O:8][CH2:38][CH3:39])=[O:7]. (6) The product is: [OH:16][CH2:2][C:3]1[CH:11]=[CH:10][C:6]([C:7]([OH:9])=[O:8])=[CH:5][C:4]=1[N+:12]([O-:14])=[O:13]. Given the reactants Br[CH2:2][C:3]1[CH:11]=[CH:10][C:6]([C:7]([OH:9])=[O:8])=[CH:5][C:4]=1[N+:12]([O-:14])=[O:13].C(=O)([O-])[O-:16].[Na+].[Na+], predict the reaction product. (7) Given the reactants [N:1]([CH2:4][C:5]1[C:10]([F:11])=[CH:9][CH:8]=[CH:7][C:6]=1[F:12])=[N+:2]=[N-:3].Br[C:14](=[CH2:19])[C:15]([O:17][CH3:18])=[O:16].O, predict the reaction product. The product is: [F:12][C:6]1[CH:7]=[CH:8][CH:9]=[C:10]([F:11])[C:5]=1[CH2:4][N:1]1[CH:19]=[C:14]([C:15]([O:17][CH3:18])=[O:16])[N:3]=[N:2]1. (8) The product is: [CH3:46][C:45]1[CH:44]=[CH:43][CH:42]=[C:51]([CH3:52])[C:50]=1[C:2]1[CH:12]=[C:11]([CH3:13])[C:5]2[N:6]=[C:7]([NH:10][C:15]3[CH:28]=[CH:27][C:18]([O:19][CH2:20][CH2:21][N:22]4[CH2:26][CH2:25][CH2:24][CH2:23]4)=[CH:17][CH:16]=3)[N:8]=[N:9][C:4]=2[CH:3]=1. Given the reactants Br[C:2]1[CH:12]=[C:11]([CH3:13])[C:5]2[N:6]=[C:7]([NH2:10])[N:8]=[N:9][C:4]=2[CH:3]=1.Br[C:15]1[CH:28]=[CH:27][C:18]([O:19][CH2:20][CH2:21][N:22]2[CH2:26][CH2:25][CH2:24][CH2:23]2)=[CH:17][CH:16]=1.C1C=CC(P([C:42]2[C:51]([C:52]3C(P(C4C=CC=CC=4)C4C=CC=CC=4)=CC=C4C=3C=CC=C4)=[C:50]3[C:45]([CH:46]=CC=C3)=[CH:44][CH:43]=2)C2C=CC=CC=2)=CC=1.CC([O-])(C)C.[K+], predict the reaction product.